From a dataset of Catalyst prediction with 721,799 reactions and 888 catalyst types from USPTO. Predict which catalyst facilitates the given reaction. Reactant: [F:1][C:2]1[N:11]=[C:10](F)[CH:9]=[CH:8][C:3]=1[C:4]([O:6][CH3:7])=[O:5].C(N(C(C)C)CC)(C)C.[NH2:22][C@H:23]1[CH2:28][CH2:27][C@H:26]([NH:29][C:30](=[O:36])[O:31][C:32]([CH3:35])([CH3:34])[CH3:33])[CH2:25][CH2:24]1.O. Product: [C:32]([O:31][C:30]([NH:29][C@H:26]1[CH2:25][CH2:24][C@H:23]([NH:22][C:10]2[CH:9]=[CH:8][C:3]([C:4]([O:6][CH3:7])=[O:5])=[C:2]([F:1])[N:11]=2)[CH2:28][CH2:27]1)=[O:36])([CH3:35])([CH3:33])[CH3:34]. The catalyst class is: 9.